Predict which catalyst facilitates the given reaction. From a dataset of Catalyst prediction with 721,799 reactions and 888 catalyst types from USPTO. Reactant: I[C:2]1[CH:3]=[N:4][CH:5]=[C:6]([C:9]=1[NH:10][C:11]1[C:12]([CH3:20])=[C:13]2[C:17](=[CH:18][CH:19]=1)[NH:16][CH:15]=[CH:14]2)[C:7]#[N:8].C([Sn](CCCC)(CCCC)[C:26]1[S:27][CH:28]=[CH:29][N:30]=1)CCC.C(N(CC)CC)C. Product: [CH3:20][C:12]1[C:11]([NH:10][C:9]2[C:6]([C:7]#[N:8])=[CH:5][N:4]=[CH:3][C:2]=2[C:26]2[S:27][CH:28]=[CH:29][N:30]=2)=[CH:19][CH:18]=[C:17]2[C:13]=1[CH:14]=[CH:15][NH:16]2. The catalyst class is: 184.